From a dataset of Full USPTO retrosynthesis dataset with 1.9M reactions from patents (1976-2016). Predict the reactants needed to synthesize the given product. (1) Given the product [Cl:18][C:19]1[CH:24]=[C:23]([C:2]2[C:14]([O:15][CH3:16])=[CH:13][C:5]([C:6]([NH:8][S:9]([CH3:12])(=[O:11])=[O:10])=[O:7])=[C:4]([F:17])[CH:3]=2)[CH:22]=[N:21][C:20]=1[F:34], predict the reactants needed to synthesize it. The reactants are: Br[C:2]1[C:14]([O:15][CH3:16])=[CH:13][C:5]([C:6]([NH:8][S:9]([CH3:12])(=[O:11])=[O:10])=[O:7])=[C:4]([F:17])[CH:3]=1.[Cl:18][C:19]1[C:20]([F:34])=[N:21][CH:22]=[C:23](B2OC(C)(C)C(C)(C)O2)[CH:24]=1.C([O-])([O-])=O.[Na+].[Na+]. (2) The reactants are: [Cl:1][C:2]1[N:3]=[C:4]2[CH:12]=[C:11]([C:13]([F:16])([F:15])[F:14])[CH:10]=[N:9][C:5]2=[N:6][C:7]=1Cl.[CH3:17][N:18]1[CH2:23][CH2:22][NH:21][CH2:20][CH2:19]1.[NH4+].[Cl-]. Given the product [Cl:1][C:2]1[N:3]=[C:4]2[CH:12]=[C:11]([C:13]([F:16])([F:15])[F:14])[CH:10]=[N:9][C:5]2=[N:6][C:7]=1[N:21]1[CH2:22][CH2:23][N:18]([CH3:17])[CH2:19][CH2:20]1, predict the reactants needed to synthesize it. (3) Given the product [CH3:25][O:26][C:27](=[O:41])[CH2:28][CH2:29][C:30]12[CH2:35][CH2:34][C:33]([C:38](=[O:39])[NH:2][C:3]3[C:4](=[O:17])[N:5]([CH2:14][CH2:15][CH3:16])[C:6](=[O:13])[N:7]([CH2:10][CH2:11][CH3:12])[C:8]=3[NH2:9])([CH2:36][CH2:37]1)[CH2:32][CH2:31]2, predict the reactants needed to synthesize it. The reactants are: Cl.[NH2:2][C:3]1[C:4](=[O:17])[N:5]([CH2:14][CH2:15][CH3:16])[C:6](=[O:13])[N:7]([CH2:10][CH2:11][CH3:12])[C:8]=1[NH2:9].C(N(CC)CC)C.[CH3:25][O:26][C:27](=[O:41])[CH2:28][CH2:29][C:30]12[CH2:37][CH2:36][C:33]([C:38](Cl)=[O:39])([CH2:34][CH2:35]1)[CH2:32][CH2:31]2.O. (4) Given the product [Br:15][C:16]1[CH:17]=[C:18]2[C:19](=[CH:20][CH:21]=1)[NH:22][CH:4]=[C:5]2[CH2:6][CH2:7][N:8]([CH3:9])[CH3:10], predict the reactants needed to synthesize it. The reactants are: C(O[CH:4](OCC)[CH2:5][CH2:6][CH2:7][N:8]([CH3:10])[CH3:9])C.Cl.[Br:15][C:16]1[CH:21]=[CH:20][C:19]([NH:22]N)=[CH:18][CH:17]=1. (5) Given the product [C:16]([NH:19][C:20](=[CH:25][C:5]1[CH:4]=[C:3]([C:2]([F:15])([F:14])[F:1])[CH:8]=[C:7]([C:9]([F:12])([F:11])[F:10])[CH:6]=1)[C:21]([O:23][CH3:24])=[O:22])(=[O:18])[CH3:17], predict the reactants needed to synthesize it. The reactants are: [F:1][C:2]([F:15])([F:14])[C:3]1[CH:4]=[C:5](Br)[CH:6]=[C:7]([C:9]([F:12])([F:11])[F:10])[CH:8]=1.[C:16]([NH:19][C:20](=[CH2:25])[C:21]([O:23][CH3:24])=[O:22])(=[O:18])[CH3:17].C1(C)C=CC=CC=1P(C1C=CC=CC=1C)C1C=CC=CC=1C.